Dataset: Experimentally validated miRNA-target interactions with 360,000+ pairs, plus equal number of negative samples. Task: Binary Classification. Given a miRNA mature sequence and a target amino acid sequence, predict their likelihood of interaction. (1) The miRNA is rno-miR-21-3p with sequence CAACAGCAGUCGAUGGGCUGUC. The protein sequence of the target gene is MAAPPLGRLVLTHLLVALFGMGSWAAVNGIWVELPVVVKELPEGWSLPSYLSVLVALGNLGLLLVTLWRRLARGKGEQVPIRVVQGLGIVGTGLLASLWNHVAPVAGKPYSVAFLTLAFVLALACCASNVTFLPFLSHLPPPFLRSFFLGQGLSALLPCVLALGQGVGRLECLHVPANRTTGPPIEVSPINFPERFSATTFFWVLTALLGTSAAAFQGLLLLLPSPTSEPTTGTGLRVETPGTEEEEEEEEASPLQEPPGQVAGIVSSPDPKAHQLFSSRSACLLGLLAITNALTNGVLP.... Result: 0 (no interaction). (2) The miRNA is hsa-miR-6820-5p with sequence UGCGGCAGAGCUGGGGUCA. The protein sequence of the target gene is MSCVHYKFSSKLNYDTVTFDGLHISLCDLKKQIMGREKLKAADSDLQITNAQTKEEYTDDNALIPKNSSVIVRRIPIGGVKSTSKTYVISRTEPVMGTTKAIDDASASISLAQLTKTANLAEANASEEDKIKAMMSQSGHEYDPINYMKKTLVGPPPPSYTCFRCGKPGHYIKNCPTNGDKNFESGPRIKKSTGIPRSFMMEVKDPNMKGAMLTNTGKYAIPTIDAEAYAIGKKEKPPFLPEEPSSSSEEDDPIPDELLCLICKDIMTDAVVIPCCGNSYCDECIRTALLESDEHTCPTC.... Result: 0 (no interaction).